This data is from Forward reaction prediction with 1.9M reactions from USPTO patents (1976-2016). The task is: Predict the product of the given reaction. (1) Given the reactants [N:1]1[NH:2][C:3](=O)[CH:4]=[C:5]2[C:10]=1[C:9]1[CH:11]=[CH:12][CH:13]=[CH:14][C:8]=1[CH2:7][CH2:6]2.O(Cl)[Cl:17].[P+3], predict the reaction product. The product is: [Cl:17][C:3]1[N:2]=[N:1][C:10]2[C:9]3[CH:11]=[CH:12][CH:13]=[CH:14][C:8]=3[CH2:7][CH2:6][C:5]=2[CH:4]=1. (2) Given the reactants Br[C:2]1[CH:3]=[CH:4][C:5]([F:18])=[C:6]([C:8]2([CH:15]3[CH2:17][CH2:16]3)[NH:13][C:12](=[O:14])[CH2:11][O:10][CH2:9]2)[CH:7]=1.[C:19](=[NH:32])([C:26]1[CH:31]=[CH:30][CH:29]=[CH:28][CH:27]=1)[C:20]1[CH:25]=[CH:24][CH:23]=[CH:22][CH:21]=1, predict the reaction product. The product is: [C:19](=[N:32][C:2]1[CH:3]=[CH:4][C:5]([F:18])=[C:6]([C:8]2([CH:15]3[CH2:17][CH2:16]3)[NH:13][C:12](=[O:14])[CH2:11][O:10][CH2:9]2)[CH:7]=1)([C:26]1[CH:27]=[CH:28][CH:29]=[CH:30][CH:31]=1)[C:20]1[CH:25]=[CH:24][CH:23]=[CH:22][CH:21]=1. (3) Given the reactants Cl[C:2]1[N:11]=[C:10](Cl)[C:9]2[C:4](=[CH:5][CH:6]=[CH:7][CH:8]=2)[N:3]=1.[NH2:13][C:14]1[CH:21]=[CH:20][C:17]([CH2:18][NH2:19])=[CH:16][CH:15]=1.[F:22][C:23]([F:34])([F:33])[C:24]1[CH:32]=[CH:31][C:27]([C:28](Cl)=[O:29])=[CH:26][CH:25]=1.[CH3:35][NH2:36], predict the reaction product. The product is: [CH3:35][NH:36][C:2]1[N:11]=[C:10]([NH:19][CH2:18][C:17]2[CH:20]=[CH:21][C:14]([NH:13][C:28](=[O:29])[C:27]3[CH:31]=[CH:32][C:24]([C:23]([F:34])([F:33])[F:22])=[CH:25][CH:26]=3)=[CH:15][CH:16]=2)[C:9]2[C:4](=[CH:5][CH:6]=[CH:7][CH:8]=2)[N:3]=1. (4) Given the reactants Cl[C:2]1[N:7]=[C:6]([NH:8][C:9]2[CH:14]=[CH:13][C:12]([P:15]([CH3:18])([CH3:17])=[O:16])=[CH:11][CH:10]=2)[C:5]([Cl:19])=[CH:4][N:3]=1.[CH3:20][O:21][C:22]1[CH:28]=[C:27]([N:29]2[CH2:34][CH2:33][CH:32]([N:35]3[CH2:40][CH2:39][N:38]([CH3:41])[CH2:37][CH2:36]3)[CH2:31][CH2:30]2)[CH:26]=[CH:25][C:23]=1[NH2:24].C(=O)(O)[O-].[Na+], predict the reaction product. The product is: [Cl:19][C:5]1[C:6]([NH:8][C:9]2[CH:14]=[CH:13][C:12]([P:15]([CH3:18])([CH3:17])=[O:16])=[CH:11][CH:10]=2)=[N:7][C:2]([NH:24][C:23]2[CH:25]=[CH:26][C:27]([N:29]3[CH2:34][CH2:33][CH:32]([N:35]4[CH2:36][CH2:37][N:38]([CH3:41])[CH2:39][CH2:40]4)[CH2:31][CH2:30]3)=[CH:28][C:22]=2[O:21][CH3:20])=[N:3][CH:4]=1. (5) Given the reactants [CH3:1][NH:2][CH2:3][CH2:4][NH2:5].Cl[C:7]1[CH:12]=[CH:11]C(C(F)(F)F)=[CH:9][N:8]=1.C([N:20](C(C)C)CC)(C)C, predict the reaction product. The product is: [CH3:1][NH:2][CH2:3][CH2:4][NH:5][C:9]1[N:8]=[CH:7][CH:12]=[CH:11][N:20]=1. (6) The product is: [C:29]([O:20][C@H:19]1[C@:2]2([CH3:1])[CH2:15][CH2:14][C@@H:13]3[C@@H:4]([C@H:3]2[CH2:17]/[C:18]/1=[CH:21]\[C:22]1[CH:23]=[CH:24][CH:25]=[CH:26][CH:27]=1)[CH2:5][C@@H:6]1[C@H:11]([CH2:10][C@H:9]([O:16][C:40](=[O:42])[CH3:41])[CH2:8][CH2:7]1)[CH2:12]3)(=[O:30])[CH3:28]. Given the reactants [CH3:1][C@:2]12[C@H:19]([OH:20])/[C:18](=[CH:21]/[C:22]3[CH:27]=[CH:26][CH:25]=[CH:24][CH:23]=3)/[CH2:17][C@@H:3]1[C@@H:4]1[C@@H:13]([CH2:14][CH2:15]2)[CH2:12][C@@H:11]2[C@H:6]([CH2:7][CH2:8][C@@H:9]([OH:16])[CH2:10]2)[CH2:5]1.[CH3:28][C:29](OC(C)=O)=[O:30].CCN([CH2:40][CH3:41])CC.[OH2:42], predict the reaction product. (7) Given the reactants [OH:1][C@@H:2]([C@H:6]([OH:10])[C:7]([OH:9])=O)[C:3]([OH:5])=O.[NH2:11][CH2:12][CH2:13][O:14][CH2:15][CH2:16][O:17][CH2:18][CH2:19][O:20][CH2:21][CH2:22][NH:23][S:24]([C:27]1[CH:32]=[CH:31][CH:30]=[C:29]([CH:33]2[C:42]3[C:37](=[C:38]([Cl:44])[CH:39]=[C:40]([Cl:43])[CH:41]=3)[CH2:36][N:35]([CH3:45])[CH2:34]2)[CH:28]=1)(=[O:26])=[O:25], predict the reaction product. The product is: [Cl:43][C:40]1[CH:41]=[C:42]2[C:37](=[C:38]([Cl:44])[CH:39]=1)[CH2:36][N:35]([CH3:45])[CH2:34][CH:33]2[C:29]1[CH:28]=[C:27]([S:24]([NH:23][CH2:22][CH2:21][O:20][CH2:19][CH2:18][O:17][CH2:16][CH2:15][O:14][CH2:13][CH2:12][NH:11][C:3](=[O:5])[C@@H:2]([OH:1])[C@H:6]([OH:10])[C:7]([NH:11][CH2:12][CH2:13][O:14][CH2:15][CH2:16][O:17][CH2:18][CH2:19][O:20][CH2:21][CH2:22][NH:23][S:24]([C:27]2[CH:32]=[CH:31][CH:30]=[C:29]([CH:33]3[C:42]4[C:37](=[C:38]([Cl:44])[CH:39]=[C:40]([Cl:43])[CH:41]=4)[CH2:36][N:35]([CH3:45])[CH2:34]3)[CH:28]=2)(=[O:26])=[O:25])=[O:9])(=[O:26])=[O:25])[CH:32]=[CH:31][CH:30]=1. (8) Given the reactants [NH2:1][C:2]1[CH:3]=[C:4]([CH:8]=[CH:9][C:10]=1[Cl:11])[C:5]([OH:7])=[O:6].C[Si](C)(C)[N-][Si](C)(C)C.[Li+].[Cl:22][C:23]1[CH:28]=[CH:27][CH:26]=[C:25]([Cl:29])[C:24]=1[N:30]1[C:35](=[O:36])[CH:34]=[CH:33][C:32]([C:37](OC)=[O:38])=[CH:31]1.Cl, predict the reaction product. The product is: [Cl:11][C:10]1[CH:9]=[CH:8][C:4]([C:5]([OH:7])=[O:6])=[CH:3][C:2]=1[NH:1][C:37]([C:32]1[CH:33]=[CH:34][C:35](=[O:36])[N:30]([C:24]2[C:25]([Cl:29])=[CH:26][CH:27]=[CH:28][C:23]=2[Cl:22])[CH:31]=1)=[O:38]. (9) Given the reactants [Br:1][C:2]1C2C(=CC=CC=2)[C:5](Br)=[CH:4][CH:3]=1.Br[C:14]1[S:15][C:16]([Br:19])=[CH:17][CH:18]=1.BrC1C2C(C(Br)=C3C=1C=CC=C3)=CC=CC=2.[S:36]1C=CC=C1C1SC=CC=1.N1SN=C2C=CC=CC=12.[Br:55][C:56]1[C:64]2[C:60](=[N:61][S:62][N:63]=2)[C:59]([Br:65])=[CH:58][CH:57]=1.[Se].[Br:67][C:68]1[CH:77]=[CH:76][C:75]([Br:78])=[C:74]2[C:69]=1[N:70]=C(C1C=CC=CC=1)C(C1C=CC=CC=1)=[N:73]2, predict the reaction product. The product is: [Br:19][C:16]1[S:15][C:14]([C:5]2[S:36][C:2]([Br:1])=[CH:3][CH:4]=2)=[CH:18][CH:17]=1.[Br:65][C:59]1[C:60]2[C:64](=[N:63][S:62][N:61]=2)[C:56]([Br:55])=[CH:57][CH:58]=1.[Br:67][C:68]1[C:69]([NH2:70])=[C:74]([NH2:73])[C:75]([Br:78])=[CH:76][CH:77]=1. (10) Given the reactants [H-].[Al+3].[Li+].[H-].[H-].[H-].[CH2:7]([N:14]1[CH2:19][CH:18]2[CH:16]([CH:17]2[NH:20][C:21](=O)[CH3:22])[CH2:15]1)[C:8]1[CH:13]=[CH:12][CH:11]=[CH:10][CH:9]=1, predict the reaction product. The product is: [CH2:7]([N:14]1[CH2:19][CH:18]2[CH:16]([CH:17]2[NH:20][CH2:21][CH3:22])[CH2:15]1)[C:8]1[CH:9]=[CH:10][CH:11]=[CH:12][CH:13]=1.